Predict the reaction yield, written as a fraction of the theoretical maximum amount of product (1.0 means a 100% yield; for example, 0.34 means a 34% yield). From a dataset of Reaction yield outcomes from USPTO patents with 853,638 reactions. (1) The reactants are [CH2:1]([O:8][C:9]1[CH:14]=[CH:13][C:12]([C@@H:15]([O:18][Si:19]([C:22]([CH3:25])([CH3:24])[CH3:23])([CH3:21])[CH3:20])[CH2:16]Br)=[CH:11][C:10]=1[CH2:26][O:27][Si:28]([C:31]([CH3:34])([CH3:33])[CH3:32])([CH3:30])[CH3:29])[C:2]1[CH:7]=[CH:6][CH:5]=[CH:4][CH:3]=1.[NH2:35][C:36]([CH3:49])([CH3:48])[CH2:37][C:38]1[CH:39]=[C:40]([CH:45]=[CH:46][CH:47]=1)[C:41]([O:43][CH3:44])=[O:42]. The catalyst is CCN(CC)CC. The product is [CH2:1]([O:8][C:9]1[CH:14]=[CH:13][C:12]([C@@H:15]([O:18][Si:19]([C:22]([CH3:25])([CH3:24])[CH3:23])([CH3:21])[CH3:20])[CH2:16][NH:35][C:36]([CH3:49])([CH3:48])[CH2:37][C:38]2[CH:39]=[C:40]([CH:45]=[CH:46][CH:47]=2)[C:41]([O:43][CH3:44])=[O:42])=[CH:11][C:10]=1[CH2:26][O:27][Si:28]([C:31]([CH3:34])([CH3:33])[CH3:32])([CH3:30])[CH3:29])[C:2]1[CH:7]=[CH:6][CH:5]=[CH:4][CH:3]=1. The yield is 0.370. (2) The reactants are Br[C:2]1[CH:20]=[CH:19][CH:18]=[CH:17][C:3]=1[NH:4][CH2:5][CH2:6][CH2:7][CH2:8][CH2:9][CH2:10][CH2:11][CH2:12][CH2:13][CH2:14][CH2:15][CH3:16].[CH2:21]([C:23]1([CH2:54][CH3:55])[C:35]2[CH:34]=[C:33](B3OC(C)(C)C(C)(C)O3)[CH:32]=[CH:31][C:30]=2[C:29]2[C:24]1=[CH:25][C:26](B1OC(C)(C)C(C)(C)O1)=[CH:27][CH:28]=2)[CH3:22].C([O-])([O-])=O.[Na+].[Na+].O. The catalyst is C1(C)C=CC=CC=1.CCO.C1C=CC([P]([Pd]([P](C2C=CC=CC=2)(C2C=CC=CC=2)C2C=CC=CC=2)([P](C2C=CC=CC=2)(C2C=CC=CC=2)C2C=CC=CC=2)[P](C2C=CC=CC=2)(C2C=CC=CC=2)C2C=CC=CC=2)(C2C=CC=CC=2)C2C=CC=CC=2)=CC=1. The product is [CH2:21]([C:23]1([CH2:54][CH3:55])[C:35]2[CH:34]=[C:33]([C:2]3[CH:20]=[CH:19][CH:18]=[CH:17][C:3]=3[NH:4][CH2:5][CH2:6][CH2:7][CH2:8][CH2:9][CH2:10][CH2:11][CH2:12][CH2:13][CH2:14][CH2:15][CH3:16])[CH:32]=[CH:31][C:30]=2[C:29]2[C:24]1=[CH:25][C:26]([C:2]1[CH:20]=[CH:19][CH:18]=[CH:17][C:3]=1[NH:4][CH2:5][CH2:6][CH2:7][CH2:8][CH2:9][CH2:10][CH2:11][CH2:12][CH2:13][CH2:14][CH2:15][CH3:16])=[CH:27][CH:28]=2)[CH3:22]. The yield is 0.820. (3) The reactants are FC1C=C(C=CC=1)N.Cl.N([O-])=O.[Na+].O=C1C2C(=CC=CC=2)C(=O)N1CC(=O)CC#N.CC([O-])=O.[Na+].[NH2:36][C:37]1[C:38](=[N:54][NH:55][C:56]2[CH:61]=[CH:60][CH:59]=[C:58]([F:62])[CH:57]=2)[C:39]([CH2:42][N:43]2C(=O)C3C(=CC=CC=3)C2=O)=[N:40][N:41]=1.NN. The catalyst is O.CN(C=O)C.O.C(O)C. The product is [NH2:43][CH2:42][C:39]1[C:38](=[N:54][NH:55][C:56]2[CH:61]=[CH:60][CH:59]=[C:58]([F:62])[CH:57]=2)[C:37]([NH2:36])=[N:41][N:40]=1. The yield is 0.610.